Dataset: Forward reaction prediction with 1.9M reactions from USPTO patents (1976-2016). Task: Predict the product of the given reaction. (1) Given the reactants [C:1]([O:9][CH2:10][C:11]1[S:12][CH:13]=[C:14](/[CH:16]=[CH:17]/[C:18]2[C:19]([O:29]COC)=[N:20][N:21]([C:23]3[CH:28]=[CH:27][CH:26]=[CH:25][CH:24]=3)[CH:22]=2)[N:15]=1)(=[O:8])[C:2]1[CH:7]=[CH:6][CH:5]=[CH:4][CH:3]=1.Cl, predict the reaction product. The product is: [C:1]([O:9][CH2:10][C:11]1[S:12][CH:13]=[C:14](/[CH:16]=[CH:17]/[C:18]2[C:19]([OH:29])=[N:20][N:21]([C:23]3[CH:24]=[CH:25][CH:26]=[CH:27][CH:28]=3)[CH:22]=2)[N:15]=1)(=[O:8])[C:2]1[CH:7]=[CH:6][CH:5]=[CH:4][CH:3]=1. (2) Given the reactants [NH2:1][CH2:2]CNC1N=CC(C#N)=CC=1.[Cl:13][C:14]1[CH:19]=[C:18]([Cl:20])[CH:17]=[CH:16][C:15]=1[C:21]1[N:26]=[C:25]([NH:27][CH2:28][CH2:29][NH:30][C:31]2[CH:36]=[CH:35][C:34]([N+]([O-])=O)=[CH:33][N:32]=2)[CH:24]=[CH:23][C:22]=1[C:40]1[NH:41][CH:42]=[CH:43][N:44]=1, predict the reaction product. The product is: [Cl:13][C:14]1[CH:19]=[C:18]([Cl:20])[CH:17]=[CH:16][C:15]=1[C:21]1[N:26]=[C:25]([NH:27][CH2:28][CH2:29][NH:30][C:31]2[N:32]=[CH:33][C:34]([C:2]#[N:1])=[CH:35][CH:36]=2)[CH:24]=[CH:23][C:22]=1[C:40]1[NH:44][CH:43]=[CH:42][N:41]=1. (3) Given the reactants [CH3:1][O:2][C:3]1[CH:4]=[CH:5][C:6]2[N:11]=[CH:10][C:9](=[O:12])[NH:8][C:7]=2[N:13]=1.[H-].[Na+].CS(O[CH2:21][CH2:22][N:23]1[CH2:28][CH2:27][CH:26]([NH:29][C:30]([O:32][C:33]([CH3:36])([CH3:35])[CH3:34])=[O:31])[CH2:25][CH2:24]1)(=O)=O.C(OC(=O)NC1CCN(CCN2C3C(=CC=C(OC)C=3)C=CC2=O)CC1)(C)(C)C, predict the reaction product. The product is: [C:33]([O:32][C:30](=[O:31])[NH:29][CH:26]1[CH2:27][CH2:28][N:23]([CH2:22][CH2:21][N:8]2[C:9](=[O:12])[CH:10]=[N:11][C:6]3[CH:5]=[CH:4][C:3]([O:2][CH3:1])=[N:13][C:7]2=3)[CH2:24][CH2:25]1)([CH3:36])([CH3:35])[CH3:34]. (4) The product is: [ClH:39].[CH2:1]([O:8][C:9](=[O:38])[C@H:10]([CH2:34][CH:35]([CH3:36])[CH3:37])[NH:11][C:12](=[O:33])[C@H:13]([CH2:31][OH:32])[NH:14][C:15](=[O:30])[C@H:16]([CH2:18][CH2:19][C:20](=[O:29])[NH2:21])[NH2:17])[C:2]1[CH:3]=[CH:4][CH:5]=[CH:6][CH:7]=1. Given the reactants [CH2:1]([O:8][C:9](=[O:38])[C@H:10]([CH2:34][CH:35]([CH3:37])[CH3:36])[NH:11][C:12](=[O:33])[C@H:13]([CH2:31][OH:32])[NH:14][C:15](=[O:30])[C@H:16]([CH2:18][CH2:19][C:20](=[O:29])[NH:21]C(OC(C)(C)C)=O)[NH2:17])[C:2]1[CH:7]=[CH:6][CH:5]=[CH:4][CH:3]=1.[ClH:39], predict the reaction product. (5) Given the reactants [CH3:1][O:2][C:3]1[CH:8]=[CH:7][C:6]([NH:9][C:10](=[NH:22])[CH2:11][C:12]([C:14]2[CH:19]=[CH:18][C:17]([O:20][CH3:21])=[CH:16][CH:15]=2)=[O:13])=[CH:5][CH:4]=1.[C:23](OC)(=[O:26])[C:24]#[CH:25].C(OCC)C, predict the reaction product. The product is: [NH2:22][C:10]1[N:9]([C:6]2[CH:5]=[CH:4][C:3]([O:2][CH3:1])=[CH:8][CH:7]=2)[C:23](=[O:26])[CH:24]=[CH:25][C:11]=1[C:12](=[O:13])[C:14]1[CH:15]=[CH:16][C:17]([O:20][CH3:21])=[CH:18][CH:19]=1.